The task is: Predict which catalyst facilitates the given reaction.. This data is from Catalyst prediction with 721,799 reactions and 888 catalyst types from USPTO. (1) Reactant: [NH:1]1[CH2:6][CH2:5][CH2:4][CH2:3][CH2:2]1.Cl.C(N=C=NCCCN(C)C)C.[CH3:19][O:20][C:21]1[C:22](=[O:48])[C:23]([CH3:47])=[C:24]([CH2:30][C:31]2[CH:32]=[CH:33][C:34]([O:40][C:41]3[CH:46]=[CH:45][CH:44]=[CH:43][CH:42]=3)=[C:35]([CH:39]=2)[C:36](O)=[O:37])[C:25](=[O:29])[C:26]=1[O:27][CH3:28]. Product: [CH3:19][O:20][C:21]1[C:22](=[O:48])[C:23]([CH3:47])=[C:24]([CH2:30][C:31]2[CH:32]=[CH:33][C:34]([O:40][C:41]3[CH:46]=[CH:45][CH:44]=[CH:43][CH:42]=3)=[C:35]([CH:39]=2)[C:36]([N:1]2[CH2:6][CH2:5][CH2:4][CH2:3][CH2:2]2)=[O:37])[C:25](=[O:29])[C:26]=1[O:27][CH3:28]. The catalyst class is: 2. (2) Reactant: [C:1]([NH:18][C@H:19]([C:31]([OH:33])=[O:32])[CH2:20][CH2:21][CH2:22][NH:23][C:24]([O:26][C:27]([CH3:30])([CH3:29])[CH3:28])=[O:25])([O:3][CH2:4][CH:5]1[C:17]2[C:12](=[CH:13][CH:14]=[CH:15][CH:16]=2)[C:11]2[C:6]1=[CH:7][CH:8]=[CH:9][CH:10]=2)=[O:2].[CH3:34]CN=C=NCCCN(C)C.Cl.C1C=CC2N(O)N=NC=2C=1. Product: [CH3:34][O:32][C:31](=[O:33])[C@H:19]([CH2:20][CH2:21][CH2:22][NH:23][C:24]([O:26][C:27]([CH3:28])([CH3:29])[CH3:30])=[O:25])[NH:18][C:1]([O:3][CH2:4][CH:5]1[C:17]2[C:12](=[CH:13][CH:14]=[CH:15][CH:16]=2)[C:11]2[C:6]1=[CH:7][CH:8]=[CH:9][CH:10]=2)=[O:2]. The catalyst class is: 5. (3) Reactant: C[S:2][C:3]1[CH:8]=[CH:7][C:6](O)=[CH:5][CH:4]=1.Cl[C:11]([O:13][CH:14]([Cl:18])[CH:15]([CH3:17])[CH3:16])=[O:12].[CH3:19]N1CCOCC1. Product: [CH3:19][C:6]1[CH:7]=[CH:8][C:3]([S:2][C:11]([O:13][CH:14]([Cl:18])[CH:15]([CH3:17])[CH3:16])=[O:12])=[CH:4][CH:5]=1. The catalyst class is: 4. (4) Reactant: B1C2CCCC1CCC2.[CH2:10]([O:12][C@@H:13]([CH2:19][C:20]1[CH:25]=[CH:24][C:23]([CH:26]=[CH2:27])=[CH:22][CH:21]=1)[C:14]([O:16][CH2:17][CH3:18])=[O:15])[CH3:11].O.O.C[N+]([O-:34])(C)C. Product: [CH2:10]([O:12][C@@H:13]([CH2:19][C:20]1[CH:21]=[CH:22][C:23]([CH2:26][CH2:27][OH:34])=[CH:24][CH:25]=1)[C:14]([O:16][CH2:17][CH3:18])=[O:15])[CH3:11]. The catalyst class is: 116. (5) Reactant: [C:1]([N:4]1[C:12]2[C:7](=[CH:8][C:9]([C:13](O)=[O:14])=[CH:10][CH:11]=2)[C:6]([C:16]2[CH:21]=[CH:20][C:19]([F:22])=[CH:18][CH:17]=2)=[N:5]1)(=[O:3])[CH3:2].[Cl:23]CCl.C(Cl)(=O)C(Cl)=O. Product: [C:1]([N:4]1[C:12]2[C:7](=[CH:8][C:9]([C:13]([Cl:23])=[O:14])=[CH:10][CH:11]=2)[C:6]([C:16]2[CH:21]=[CH:20][C:19]([F:22])=[CH:18][CH:17]=2)=[N:5]1)(=[O:3])[CH3:2]. The catalyst class is: 3. (6) Reactant: [C:1]([NH:5][C:6]([C:8]1[N:9]([CH2:18][CH3:19])[C:10]2[C:15]([N:16]=1)=[C:14](Cl)[N:13]=[CH:12][N:11]=2)=[O:7])([CH3:4])([CH3:3])[CH3:2].[NH2:20][C@H:21]1[CH2:25][CH2:24][N:23]([C:26]([O:28][C:29]([CH3:32])([CH3:31])[CH3:30])=[O:27])[CH2:22]1.CCN(C(C)C)C(C)C. Product: [C:1]([NH:5][C:6]([C:8]1[N:9]([CH2:18][CH3:19])[C:10]2[C:15]([N:16]=1)=[C:14]([NH:20][C@H:21]1[CH2:25][CH2:24][N:23]([C:26]([O:28][C:29]([CH3:32])([CH3:31])[CH3:30])=[O:27])[CH2:22]1)[N:13]=[CH:12][N:11]=2)=[O:7])([CH3:4])([CH3:3])[CH3:2]. The catalyst class is: 107. (7) Reactant: F[C:2]1[CH:14]=[CH:13][C:5]([C:6]([O:8][C:9]([CH3:12])([CH3:11])[CH3:10])=[O:7])=[CH:4][CH:3]=1.[N:15]1([CH2:21][CH2:22][NH2:23])[CH2:20][CH2:19][CH2:18][CH2:17][CH2:16]1. Product: [N:15]1([CH2:21][CH2:22][NH:23][C:2]2[CH:14]=[CH:13][C:5]([C:6]([O:8][C:9]([CH3:12])([CH3:11])[CH3:10])=[O:7])=[CH:4][CH:3]=2)[CH2:20][CH2:19][CH2:18][CH2:17][CH2:16]1. The catalyst class is: 13. (8) Reactant: [OH-].[Na+].CO.[CH:5]1([C:8]2[CH:13]=[C:12]([CH2:14][N:15]3[CH2:20][CH2:19][CH:18]([N:21]4[CH2:30][CH2:29][C:28]5[N:27]=[C:26]([CH2:31][CH2:32][CH3:33])[C:25]([C:34]([O:36]C)=[O:35])=[CH:24][C:23]=5[C:22]4=[O:38])[CH2:17][CH2:16]3)[CH:11]=[C:10]([O:39][CH:40]([CH3:42])[CH3:41])[C:9]=2[C:43]2[CH:48]=[CH:47][C:46]([F:49])=[CH:45][CH:44]=2)[CH2:7][CH2:6]1.Cl. Product: [CH:5]1([C:8]2[CH:13]=[C:12]([CH2:14][N:15]3[CH2:20][CH2:19][CH:18]([N:21]4[CH2:30][CH2:29][C:28]5[N:27]=[C:26]([CH2:31][CH2:32][CH3:33])[C:25]([C:34]([OH:36])=[O:35])=[CH:24][C:23]=5[C:22]4=[O:38])[CH2:17][CH2:16]3)[CH:11]=[C:10]([O:39][CH:40]([CH3:42])[CH3:41])[C:9]=2[C:43]2[CH:44]=[CH:45][C:46]([F:49])=[CH:47][CH:48]=2)[CH2:6][CH2:7]1. The catalyst class is: 476. (9) Reactant: C1CC(C(O)=O)NCC1.C(C1C=CN=CC=1)CC.C(C1C=C[N+]([O-])=CC=1)CC.OO.C(C1C=C(CCC)C=CN=1)#N.[CH2:42]([C:45]1[CH:50]=[CH:49][N:48]=[C:47]([C:51](=O)[CH2:52][CH2:53][CH2:54]C)[CH:46]=1)[CH2:43][CH3:44].C([Mg]I)CCC. Product: [CH2:42]([C:45]1[CH:50]=[CH:49][N:48]=[C:47]([CH2:51][CH2:52][CH2:53][CH3:54])[CH:46]=1)[CH2:43][CH3:44]. The catalyst class is: 15.